From a dataset of Full USPTO retrosynthesis dataset with 1.9M reactions from patents (1976-2016). Predict the reactants needed to synthesize the given product. (1) Given the product [C:22]([CH2:21][CH2:20][O:19][C@@H:8]1[C@H:7]([OH:24])[C@@H:6]([CH2:5][OH:4])[O:10][C@H:9]1[N:11]1[CH:18]=[CH:17][C:15](=[O:16])[NH:14][C:12]1=[O:13])#[N:23], predict the reactants needed to synthesize it. The reactants are: P([O:4][CH2:5][C@H:6]1[O:10][C@@H:9]([N:11]2[CH:18]=[CH:17][C:15](=[O:16])[NH:14][C:12]2=[O:13])[C@H:8]([O:19][CH2:20][CH2:21][C:22]#[N:23])[C@@H:7]1[OH:24])(N)O. (2) Given the product [N:25]12[CH2:30][CH2:29][CH:28]([CH2:27][CH2:26]1)[CH:23]([NH:22][C:17]([C:4]1[C:5]3[O:9][C:8]([C:10]4[CH:11]=[CH:12][CH:13]=[CH:14][CH:15]=4)=[N:7][C:6]=3[CH:16]=[C:2]([Cl:1])[CH:3]=1)=[O:19])[CH2:24]2, predict the reactants needed to synthesize it. The reactants are: [Cl:1][C:2]1[CH:3]=[C:4]([C:17]([OH:19])=O)[C:5]2[O:9][C:8]([C:10]3[CH:15]=[CH:14][CH:13]=[CH:12][CH:11]=3)=[N:7][C:6]=2[CH:16]=1.Cl.Cl.[NH2:22][CH:23]1[CH:28]2[CH2:29][CH2:30][N:25]([CH2:26][CH2:27]2)[CH2:24]1. (3) Given the product [CH2:1]([N:8]1[C:12]([C:13]2[CH:14]=[CH:15][CH:16]=[CH:17][CH:18]=2)=[C:11]([NH2:19])[CH:10]=[N:9]1)[C:2]1[CH:3]=[CH:4][CH:5]=[CH:6][CH:7]=1, predict the reactants needed to synthesize it. The reactants are: [CH2:1]([N:8]1[C:12]([C:13]2[CH:18]=[CH:17][CH:16]=[CH:15][CH:14]=2)=[C:11]([NH:19]C(=O)OCC[Si](C)(C)C)[CH:10]=[N:9]1)[C:2]1[CH:7]=[CH:6][CH:5]=[CH:4][CH:3]=1.O.[F-].C([N+](CCCC)(CCCC)CCCC)CCC.C1COCC1. (4) Given the product [CH3:20][C@@H:21]1[CH2:25][CH2:24][CH2:23][N:22]1[C:2]1[N:7]=[CH:6][N:5]=[C:4]([NH:8][C:9]2[CH:10]=[C:11]([CH2:15][S:16]([NH2:19])(=[O:18])=[O:17])[CH:12]=[CH:13][CH:14]=2)[N:3]=1, predict the reactants needed to synthesize it. The reactants are: Cl[C:2]1[N:7]=[CH:6][N:5]=[C:4]([NH:8][C:9]2[CH:10]=[C:11]([CH2:15][S:16]([NH2:19])(=[O:18])=[O:17])[CH:12]=[CH:13][CH:14]=2)[N:3]=1.[CH3:20][C@@H:21]1[CH2:25][CH2:24][CH2:23][NH:22]1. (5) Given the product [NH2:21][C:20]1[C:3]2[C:4]([C:12]3[CH:13]=[C:14]([O:18][CH3:19])[CH:15]=[N:16][CH:17]=3)=[N:5][C:6]([NH:8][CH:9]3[CH2:11][CH2:10]3)=[N:7][C:2]=2[S:22][C:23]=1[C:24]([NH2:26])=[O:25], predict the reactants needed to synthesize it. The reactants are: Cl[C:2]1[N:7]=[C:6]([NH:8][CH:9]2[CH2:11][CH2:10]2)[N:5]=[C:4]([C:12]2[CH:13]=[C:14]([O:18][CH3:19])[CH:15]=[N:16][CH:17]=2)[C:3]=1[C:20]#[N:21].[SH:22][CH2:23][C:24]([NH2:26])=[O:25].C(=O)([O-])[O-].[Na+].[Na+].[O-]CC.[Na+]. (6) Given the product [Br-:1].[C:10]([CH2:9][CH2:8][CH2:7][CH2:6][CH2:5][CH2:4][CH2:3][CH2:2][P+:19]([C:20]1[CH:21]=[CH:22][CH:23]=[CH:24][CH:25]=1)([C:26]1[CH:31]=[CH:30][CH:29]=[CH:28][CH:27]=1)[C:13]1[CH:14]=[CH:15][CH:16]=[CH:17][CH:18]=1)([OH:12])=[O:11], predict the reactants needed to synthesize it. The reactants are: [Br:1][CH2:2][CH2:3][CH2:4][CH2:5][CH2:6][CH2:7][CH2:8][CH2:9][C:10]([OH:12])=[O:11].[C:13]1([P:19]([C:26]2[CH:31]=[CH:30][CH:29]=[CH:28][CH:27]=2)[C:20]2[CH:25]=[CH:24][CH:23]=[CH:22][CH:21]=2)[CH:18]=[CH:17][CH:16]=[CH:15][CH:14]=1. (7) Given the product [Cl:1][C:2]1[CH:3]=[C:4]2[C:12](=[C:13]([NH:15][C:16]([CH:18]3[CH2:23][O:22][C:21]([CH3:24])([CH3:25])[CH2:20][N:19]3[CH2:26][CH:27]([NH:31][C:35]([C:34]3[C:33]([CH3:32])=[N:41][CH:40]=[CH:39][CH:38]=3)=[O:36])[CH:28]([CH3:29])[CH3:30])=[O:17])[CH:14]=1)[NH:11][C:10]1[CH:9]=[N:8][CH:7]=[CH:6][C:5]2=1, predict the reactants needed to synthesize it. The reactants are: [Cl:1][C:2]1[CH:3]=[C:4]2[C:12](=[C:13]([NH:15][C:16]([CH:18]3[CH2:23][O:22][C:21]([CH3:25])([CH3:24])[CH2:20][N:19]3[CH2:26][CH:27]([NH2:31])[CH:28]([CH3:30])[CH3:29])=[O:17])[CH:14]=1)[NH:11][C:10]1[CH:9]=[N:8][CH:7]=[CH:6][C:5]2=1.[CH3:32][C:33]1[N:41]=[CH:40][CH:39]=[CH:38][C:34]=1[C:35](O)=[O:36].CCN=C=NCCCN(C)C. (8) Given the product [CH2:1]([O:4][N:5]=[C:6]1[CH2:10][N:9]([C:11]([NH:21][C:24]2[CH:29]=[CH:28][CH:27]=[CH:26][CH:25]=2)=[O:13])[C@H:8]([C:18]([NH:45][C:41]2[CH:42]=[CH:43][C:44]3[N:32]([CH2:30][CH3:31])[C:33]4[C:38]([C:39]=3[CH:40]=2)=[CH:37][CH:36]=[CH:35][CH:34]=4)=[O:20])[CH2:7]1)[CH:2]=[CH2:3], predict the reactants needed to synthesize it. The reactants are: [CH2:1]([O:4][N:5]=[C:6]1[CH2:10][N:9]([C:11]([O:13]C(C)(C)C)=O)[C@H:8]([C:18]([OH:20])=O)[CH2:7]1)[CH:2]=[CH2:3].[N:21]([C:24]1[CH:29]=[CH:28][CH:27]=[CH:26][CH:25]=1)=C=O.[CH2:30]([N:32]1[C:44]2[CH:43]=[CH:42][C:41]([NH2:45])=[CH:40][C:39]=2[C:38]2[C:33]1=[CH:34][CH:35]=[CH:36][CH:37]=2)[CH3:31].